From a dataset of NCI-60 drug combinations with 297,098 pairs across 59 cell lines. Regression. Given two drug SMILES strings and cell line genomic features, predict the synergy score measuring deviation from expected non-interaction effect. (1) Drug 1: CC1C(C(CC(O1)OC2CC(CC3=C2C(=C4C(=C3O)C(=O)C5=C(C4=O)C(=CC=C5)OC)O)(C(=O)CO)O)N)O.Cl. Drug 2: C1=NC2=C(N1)C(=S)N=CN2. Cell line: HCT-15. Synergy scores: CSS=39.7, Synergy_ZIP=-10.00, Synergy_Bliss=-4.01, Synergy_Loewe=1.73, Synergy_HSA=2.77. (2) Drug 1: CC1=CC2C(CCC3(C2CCC3(C(=O)C)OC(=O)C)C)C4(C1=CC(=O)CC4)C. Drug 2: C1C(C(OC1N2C=NC3=C(N=C(N=C32)Cl)N)CO)O. Cell line: HOP-62. Synergy scores: CSS=-0.280, Synergy_ZIP=5.18, Synergy_Bliss=0.203, Synergy_Loewe=-11.8, Synergy_HSA=-5.37.